The task is: Predict the reaction yield, written as a fraction of the theoretical maximum amount of product (1.0 means a 100% yield; for example, 0.34 means a 34% yield).. This data is from Reaction yield outcomes from USPTO patents with 853,638 reactions. (1) The reactants are O[CH2:2][C:3]1[CH:12]=[N:11][C:10]2[N:9]3[CH2:13][CH2:14][CH2:15][C@H:8]3[C:7](=[O:16])[NH:6][C:5]=2[CH:4]=1.Cl.C([NH:20][C:21](=[O:35])[C:22]1[CH:27]=[CH:26][C:25]([N:28]2[CH2:33][CH2:32][NH:31][CH2:30][CH2:29]2)=[C:24](C)[CH:23]=1)C.[I-].C(C[P+](C)(C)C)#N.C(N(CC)C(C)C)(C)C. The catalyst is C(#N)CC. The product is [O:16]=[C:7]1[NH:6][C:5]2[CH:4]=[C:3]([CH2:2][CH:29]3[CH2:30][NH:31][CH2:32][CH2:33][N:28]3[C:25]3[CH:24]=[CH:23][C:22]([C:21]([NH2:20])=[O:35])=[CH:27][CH:26]=3)[CH:12]=[N:11][C:10]=2[N:9]2[CH2:13][CH2:14][CH2:15][CH:8]12. The yield is 0.628. (2) The product is [NH2:12][CH2:13][CH2:14][NH:15][C:16]([C:18]1[N:19]=[C:20]([N:23]2[CH2:24][CH:25]([S:27][C:28]3[C@H:29]([CH3:52])[C@@H:30]4[C@@H:47]([C@H:48]([OH:50])[CH3:49])[C:46](=[O:51])[N:31]4[C:32]=3[C:33]([OH:35])=[O:34])[CH2:26]2)[S:21][CH:22]=1)=[O:17]. The reactants are [N+](C1C=CC(COC([NH:12][CH2:13][CH2:14][NH:15][C:16]([C:18]2[N:19]=[C:20]([N:23]3[CH2:26][CH:25]([S:27][C:28]4[C@H:29]([CH3:52])[C@@H:30]5[C@@H:47]([C@H:48]([OH:50])[CH3:49])[C:46](=[O:51])[N:31]5[C:32]=4[C:33]([O:35]CC4C=CC([N+]([O-])=O)=CC=4)=[O:34])[CH2:24]3)[S:21][CH:22]=2)=[O:17])=O)=CC=1)([O-])=O. The catalyst is O1CCCC1. The yield is 0.490.